This data is from Forward reaction prediction with 1.9M reactions from USPTO patents (1976-2016). The task is: Predict the product of the given reaction. Given the reactants [Cl:1][C:2]1[C:7]([Cl:8])=[C:6]([CH2:9][N:10]2[CH2:14][CH2:13][CH2:12][CH2:11]2)[CH:5]=[CH:4][C:3]=1[C:15]1[CH2:18][CH:17]([C:19]([N:21]([CH3:23])[CH3:22])=[O:20])[CH:16]=1.FC(F)(F)C([O-])=O, predict the reaction product. The product is: [ClH:1].[Cl:1][C:2]1[C:7]([Cl:8])=[C:6]([CH2:9][N:10]2[CH2:14][CH2:13][CH2:12][CH2:11]2)[CH:5]=[CH:4][C:3]=1[C@H:15]1[CH2:18][C@H:17]([C:19]([N:21]([CH3:23])[CH3:22])=[O:20])[CH2:16]1.